Task: Predict the reaction yield, written as a fraction of the theoretical maximum amount of product (1.0 means a 100% yield; for example, 0.34 means a 34% yield).. Dataset: Reaction yield outcomes from USPTO patents with 853,638 reactions (1) The reactants are FC(F)(F)S(O[C:7]1[C:12]([CH:13]=[O:14])=[CH:11][CH:10]=[C:9]([O:15][CH2:16][C:17]([C:33]#[N:34])([NH:19][C:20](=[O:32])[C:21]2[CH:26]=[CH:25][C:24]([O:27][C:28]([F:31])([F:30])[F:29])=[CH:23][CH:22]=2)[CH3:18])[C:8]=1[CH2:35][CH2:36][CH3:37])(=O)=O.[B:40]1(B2OC(C)(C)C(C)(C)O2)OC(C)(C)C(C)(C)[O:41]1.C(O[K])(C)=O. The catalyst is C1COCC1.C1C=CC(P(C2C=CC=CC=2)[C-]2C=CC=C2)=CC=1.C1C=CC(P(C2C=CC=CC=2)[C-]2C=CC=C2)=CC=1.Cl[Pd]Cl.[Fe+2]. The product is [C:33]([C:17]([NH:19][C:20](=[O:32])[C:21]1[CH:26]=[CH:25][C:24]([O:27][C:28]([F:31])([F:29])[F:30])=[CH:23][CH:22]=1)([CH3:18])[CH2:16][O:15][C:9]1[CH:10]=[CH:11][C:12]2[CH2:13][O:14][B:40]([OH:41])[C:7]=2[C:8]=1[CH2:35][CH2:36][CH3:37])#[N:34]. The yield is 1.00. (2) The reactants are [CH3:1][C:2]1([CH3:30])[C@@H:5]([C:6]2[N:10]=[CH:9][N:8](C3CCCCO3)[N:7]=2)[CH2:4][C@H:3]1[NH:17][C:18]1[C:23]([C:24]#[N:25])=[CH:22][N:21]=[C:20](S(C)(=O)=O)[N:19]=1.Cl.[NH2:32][CH2:33][CH2:34][CH:35]1[C:43]2[C:38](=[CH:39][CH:40]=[CH:41][CH:42]=2)[NH:37][C:36]1=[O:44].CCN(C(C)C)C(C)C.N. The catalyst is CN1C(=O)CCC1.O.Cl.CO.C(OCC)(=O)C. The product is [CH3:30][C:2]1([CH3:1])[C@@H:5]([C:6]2[N:10]=[CH:9][NH:8][N:7]=2)[CH2:4][C@H:3]1[NH:17][C:18]1[C:23]([C:24]#[N:25])=[CH:22][N:21]=[C:20]([NH:32][CH2:33][CH2:34][CH:35]2[C:43]3[C:38](=[CH:39][CH:40]=[CH:41][CH:42]=3)[NH:37][C:36]2=[O:44])[N:19]=1. The yield is 0.200. (3) The reactants are [Cl:1][C:2]1[N:7]=[N:6][C:5]([NH2:8])=[C:4]([O:9][CH3:10])[CH:3]=1.[Cl:11][C:12]1[CH:17]=[CH:16][C:15]([C:18]#[N:19])=[CH:14][C:13]=1[CH2:20][S:21](Cl)(=[O:23])=[O:22]. The catalyst is N1C=CC=CC=1.CCOC(C)=O. The product is [Cl:1][C:2]1[N:7]=[N:6][C:5]([NH:8][S:21]([CH2:20][C:13]2[CH:14]=[C:15]([C:18]#[N:19])[CH:16]=[CH:17][C:12]=2[Cl:11])(=[O:22])=[O:23])=[C:4]([O:9][CH3:10])[CH:3]=1. The yield is 0.420. (4) The reactants are [ClH:1].O1CCOCC1.OC(C(F)(F)F)=O.[N:15]1[CH:20]=[CH:19][CH:18]=[C:17]([O:21][CH2:22][CH:23]2[CH2:28][N:27](C(OC(C)(C)C)=O)[CH2:26][CH2:25][N:24]2[C:36]([O:38][CH2:39][C:40]2[CH:45]=[CH:44][C:43]([Cl:46])=[CH:42][CH:41]=2)=[O:37])[CH:16]=1. The catalyst is CO. The product is [ClH:46].[ClH:1].[N:15]1[CH:20]=[CH:19][CH:18]=[C:17]([O:21][CH2:22][CH:23]2[CH2:28][NH:27][CH2:26][CH2:25][N:24]2[C:36]([O:38][CH2:39][C:40]2[CH:41]=[CH:42][C:43]([Cl:46])=[CH:44][CH:45]=2)=[O:37])[CH:16]=1. The yield is 0.980.